From a dataset of Catalyst prediction with 721,799 reactions and 888 catalyst types from USPTO. Predict which catalyst facilitates the given reaction. Reactant: [CH3:1][N:2]([CH3:11])[C:3]1[CH:4]=[C:5]([CH2:9][OH:10])[CH:6]=[CH:7][CH:8]=1.CC(OI1(OC(C)=O)(OC(C)=O)OC(=O)C2C=CC=CC1=2)=O.C([O-])(O)=O.[Na+]. Product: [CH3:1][N:2]([CH3:11])[C:3]1[CH:4]=[C:5]([CH:6]=[CH:7][CH:8]=1)[CH:9]=[O:10]. The catalyst class is: 2.